This data is from Catalyst prediction with 721,799 reactions and 888 catalyst types from USPTO. The task is: Predict which catalyst facilitates the given reaction. (1) Reactant: [Br:1][C:2]1[CH:7]=[CH:6][C:5]([OH:8])=[C:4]([N+:9]([O-:11])=[O:10])[CH:3]=1.C(=O)([O-])[O-].[K+].[K+].[CH2:18](Br)[C:19]1[CH:24]=[CH:23][CH:22]=[CH:21][CH:20]=1. Product: [Br:1][C:2]1[CH:7]=[CH:6][C:5]([O:8][CH2:18][C:19]2[CH:24]=[CH:23][CH:22]=[CH:21][CH:20]=2)=[C:4]([N+:9]([O-:11])=[O:10])[CH:3]=1. The catalyst class is: 21. (2) Reactant: [Br:1][C:2]1[CH:3]=[C:4]([CH:9]=[C:10]([C:12]2([C:15]([F:18])([F:17])[F:16])[CH2:14][CH2:13]2)[CH:11]=1)[C:5]([O:7]C)=[O:6].O[Li].O. Product: [Br:1][C:2]1[CH:3]=[C:4]([CH:9]=[C:10]([C:12]2([C:15]([F:16])([F:17])[F:18])[CH2:13][CH2:14]2)[CH:11]=1)[C:5]([OH:7])=[O:6]. The catalyst class is: 20. (3) Reactant: ClC1C(=O)C(C#N)=C(C#N)C(=O)C=1Cl.[CH2:15]([C:18]1[C:27]2[CH2:26][CH2:25][CH2:24][CH2:23][C:22]=2[C:21]([CH2:28][CH2:29][CH3:30])=[C:20]([C:31]([O:33][CH3:34])=[O:32])[C:19]=1[C:35]([O:37][CH3:38])=[O:36])[CH2:16][CH3:17]. Product: [CH2:15]([C:18]1[C:27]2[C:22](=[CH:23][CH:24]=[CH:25][CH:26]=2)[C:21]([CH2:28][CH2:29][CH3:30])=[C:20]([C:31]([O:33][CH3:34])=[O:32])[C:19]=1[C:35]([O:37][CH3:38])=[O:36])[CH2:16][CH3:17]. The catalyst class is: 48.